From a dataset of Forward reaction prediction with 1.9M reactions from USPTO patents (1976-2016). Predict the product of the given reaction. Given the reactants Br[C:2]1[N:3]=[C:4]([N:11]([C:19]2[CH:24]=[CH:23][C:22]([N:25]3[CH2:30][CH2:29][N:28]([CH:31]4[CH2:34][O:33][CH2:32]4)[CH2:27][CH2:26]3)=[C:21]([O:35][CH2:36][CH2:37][O:38][CH:39]3[CH2:44][CH2:43][CH2:42][CH2:41][O:40]3)[CH:20]=2)[C:12](=[O:18])[O:13][C:14]([CH3:17])([CH3:16])[CH3:15])[C:5]2[N:6]([CH:8]=[CH:9][N:10]=2)[CH:7]=1.[C:45]([N:52]([C:68]([O:70][C:71]([CH3:74])([CH3:73])[CH3:72])=[O:69])[C:53]1[CH:58]=[N:57][CH:56]=[C:55](B2OC(C)(C)C(C)(C)O2)[N:54]=1)([O:47][C:48]([CH3:51])([CH3:50])[CH3:49])=[O:46], predict the reaction product. The product is: [C:71]([O:70][C:68]([N:52]([C:45]([O:47][C:48]([CH3:50])([CH3:51])[CH3:49])=[O:46])[C:53]1[N:54]=[C:55]([C:2]2[N:3]=[C:4]([N:11]([C:19]3[CH:24]=[CH:23][C:22]([N:25]4[CH2:30][CH2:29][N:28]([CH:31]5[CH2:32][O:33][CH2:34]5)[CH2:27][CH2:26]4)=[C:21]([O:35][CH2:36][CH2:37][O:38][CH:39]4[CH2:44][CH2:43][CH2:42][CH2:41][O:40]4)[CH:20]=3)[C:12](=[O:18])[O:13][C:14]([CH3:15])([CH3:17])[CH3:16])[C:5]3[N:6]([CH:8]=[CH:9][N:10]=3)[CH:7]=2)[CH:56]=[N:57][CH:58]=1)=[O:69])([CH3:72])([CH3:73])[CH3:74].